From a dataset of Catalyst prediction with 721,799 reactions and 888 catalyst types from USPTO. Predict which catalyst facilitates the given reaction. (1) Reactant: Cl.NC[CH:4](C#C)[C:5]([O:7][CH2:8][CH3:9])=[O:6].[C:12]([O:16][C:17]([N:19]1[CH2:24][CH2:23][CH:22]([CH2:25][CH2:26][C:27]([N:29]2[CH2:34][CH2:33][CH2:32][C@@H:31](C(O)=O)[CH2:30]2)=[O:28])[CH2:21][CH2:20]1)=[O:18])([CH3:15])([CH3:14])[CH3:13].[OH:38]N1C2C=CC=CC=2N=N1.C(N=C=N[CH2:53][CH2:54][CH2:55][N:56]([CH3:58])C)C. Product: [CH2:8]([O:7][C:5](=[O:6])[CH2:4][CH:55]([C:54]#[CH:53])[NH:56][C:58]([C@@H:31]1[CH2:32][CH2:33][CH2:34][N:29]([C:27](=[O:28])[CH2:26][CH2:25][CH:22]2[CH2:21][CH2:20][N:19]([C:17]([O:16][C:12]([CH3:13])([CH3:14])[CH3:15])=[O:18])[CH2:24][CH2:23]2)[CH2:30]1)=[O:38])[CH3:9]. The catalyst class is: 35. (2) Reactant: [NH2:1][C@H:2]1[C:11]2[C:6](=[CH:7][CH:8]=[C:9]([C:12]3[CH:13]=[N:14][C:15]([C:18]([N:20]4[CH2:25][CH2:24][O:23][CH2:22][CH2:21]4)=[O:19])=[CH:16][CH:17]=3)[CH:10]=2)[N:5]([C:26](=[O:28])[CH3:27])[C@@H:4]([CH3:29])[CH2:3]1.Br[C:31]1[CH:36]=[CH:35][C:34]([Cl:37])=[CH:33][N:32]=1.C1(P(C2CCCCC2)C2C=CC=CC=2C2C(N(C)C)=CC=CC=2)CCCCC1.CC(C)([O-])C.[Na+]. Product: [Cl:37][C:34]1[CH:35]=[CH:36][C:31]([NH:1][C@H:2]2[C:11]3[C:6](=[CH:7][CH:8]=[C:9]([C:12]4[CH:13]=[N:14][C:15]([C:18]([N:20]5[CH2:25][CH2:24][O:23][CH2:22][CH2:21]5)=[O:19])=[CH:16][CH:17]=4)[CH:10]=3)[N:5]([C:26](=[O:28])[CH3:27])[C@@H:4]([CH3:29])[CH2:3]2)=[N:32][CH:33]=1. The catalyst class is: 62. (3) The catalyst class is: 11. Reactant: [CH3:1][CH2:2][O:3][C:4]1[C:9]([CH:10]2[C:20]3[C:15](=[CH:16][C:17]4[O:23][CH2:22][O:21][C:18]=4[CH:19]=3)[NH:14][C:12](=O)[CH2:11]2)=[CH:8][CH:7]=[CH:6][CH:5]=1.COC1C=CC(P2(SP(C3C=CC(OC)=CC=3)(=S)S2)=[S:33])=CC=1. Product: [CH2:2]([O:3][C:4]1[CH:5]=[CH:6][CH:7]=[CH:8][C:9]=1[CH:10]1[C:20]2[CH:19]=[C:18]3[O:21][CH2:22][O:23][C:17]3=[CH:16][C:15]=2[NH:14][C:12](=[S:33])[CH2:11]1)[CH3:1]. (4) Product: [C:12]([CH:14]([CH2:35][CH2:36][CH2:37][C:38]1[CH:43]=[CH:42][CH:41]=[CH:40][CH:39]=1)[C:15]([NH:17][CH:18]([C:20]1[C:21](=[O:34])[NH:22][C:23]([CH2:26][C:27]2[CH:28]=[CH:29][C:30]([CH3:33])=[CH:31][CH:32]=2)=[N:24][N:25]=1)[CH3:19])=[O:16])(=[O:11])[CH3:13]. Reactant: C(Cl)(=O)C(Cl)=O.CS(C)=O.[OH:11][CH:12]([CH:14]([CH2:35][CH2:36][CH2:37][C:38]1[CH:43]=[CH:42][CH:41]=[CH:40][CH:39]=1)[C:15]([NH:17][CH:18]([C:20]1[C:21](=[O:34])[NH:22][C:23]([CH2:26][C:27]2[CH:32]=[CH:31][C:30]([CH3:33])=[CH:29][CH:28]=2)=[N:24][N:25]=1)[CH3:19])=[O:16])[CH3:13].C(N(CC)CC)C. The catalyst class is: 4. (5) Reactant: [CH3:1][C:2]1[C:3]2[N:4]([C:8]([CH:11]3[CH2:16][CH2:15][O:14][CH2:13][CH2:12]3)=[N:9][CH:10]=2)[CH:5]=[CH:6][N:7]=1.[Br:17]N1C(=O)CCC1=O.O. Product: [Br:17][C:10]1[N:9]=[C:8]([CH:11]2[CH2:16][CH2:15][O:14][CH2:13][CH2:12]2)[N:4]2[CH:5]=[CH:6][N:7]=[C:2]([CH3:1])[C:3]=12. The catalyst class is: 4. (6) Reactant: [CH2:1]([O:3][CH:4]([O:17][CH2:18][CH3:19])[C:5]1[N:10]=[C:9]([CH3:11])[C:8]([C:12]([O:14]CC)=[O:13])=[CH:7][N:6]=1)[CH3:2].[OH-].[Na+]. Product: [CH2:1]([O:3][CH:4]([O:17][CH2:18][CH3:19])[C:5]1[N:10]=[C:9]([CH3:11])[C:8]([C:12]([OH:14])=[O:13])=[CH:7][N:6]=1)[CH3:2]. The catalyst class is: 7.